From a dataset of Reaction yield outcomes from USPTO patents with 853,638 reactions. Predict the reaction yield, written as a fraction of the theoretical maximum amount of product (1.0 means a 100% yield; for example, 0.34 means a 34% yield). (1) The reactants are Cl[C:2]1[CH:3]=[CH:4][C:5]2[N:6]([CH:8]=[C:9]([C:11]3[CH:12]=[C:13]([CH:16]=[CH:17][CH:18]=3)[C:14]#[N:15])[N:10]=2)[N:7]=1. The catalyst is CN(C=O)C.C1COCC1.[Pd]. The product is [N:10]1[C:9]([C:11]2[CH:12]=[C:13]([CH:16]=[CH:17][CH:18]=2)[C:14]#[N:15])=[CH:8][N:6]2[C:5]=1[CH:4]=[CH:3][CH:2]=[N:7]2. The yield is 0.885. (2) The reactants are Cl[C:2]1[C:7]([Cl:8])=[CH:6][CH:5]=[CH:4][N:3]=1.[CH:9]([C:11]1[CH:16]=[CH:15][C:14](B(O)O)=[CH:13][CH:12]=1)=[O:10].C(=O)([O-])[O-].[Na+].[Na+]. The catalyst is COCCOC.O.C1C=CC([P]([Pd]([P](C2C=CC=CC=2)(C2C=CC=CC=2)C2C=CC=CC=2)([P](C2C=CC=CC=2)(C2C=CC=CC=2)C2C=CC=CC=2)[P](C2C=CC=CC=2)(C2C=CC=CC=2)C2C=CC=CC=2)(C2C=CC=CC=2)C2C=CC=CC=2)=CC=1. The product is [Cl:8][C:7]1[C:2]([C:14]2[CH:15]=[CH:16][C:11]([CH:9]=[O:10])=[CH:12][CH:13]=2)=[N:3][CH:4]=[CH:5][CH:6]=1. The yield is 0.810. (3) The reactants are [Br:1][C:2]1[C:3]([O:13][CH3:14])=[CH:4][C:5]([O:11][CH3:12])=[C:6]([CH:10]=1)[C:7]([OH:9])=O.CN(C=O)C.C([N:23](CC)[CH:24]([CH3:26])[CH3:25])(C)C.CN(C(ON1N=N[C:39]2[CH:40]=[CH:41][CH:42]=[N:43][C:38]1=2)=[N+](C)C)C.F[P-](F)(F)(F)(F)F. The catalyst is C(Cl)Cl.C(OCC)C. The product is [Br:1][C:2]1[C:3]([O:13][CH3:14])=[CH:4][C:5]([O:11][CH3:12])=[C:6]([CH:10]=1)[C:7]([NH:23][C:24]1([C:38]2[CH:39]=[CH:40][CH:41]=[CH:42][N:43]=2)[CH2:26][CH2:25]1)=[O:9]. The yield is 0.760. (4) The reactants are [Cl:1][C:2]1[C:11]([C:12](=[O:14])[CH3:13])=[CH:10][C:9]2[C:4](=[CH:5][C:6]([F:15])=[CH:7][CH:8]=2)[N:3]=1.C(=O)=O.C(#N)C. The catalyst is C1COCC1. The product is [Cl:1][C:2]1[C:11]([C@H:12]([OH:14])[CH3:13])=[CH:10][C:9]2[C:4](=[CH:5][C:6]([F:15])=[CH:7][CH:8]=2)[N:3]=1. The yield is 0.737. (5) The reactants are Br[C:2]1[N:9]=[CH:8][CH:7]=[C:6]([Cl:10])[C:3]=1[CH:4]=[O:5].[C:11]1(=[O:24])[C:16]2=[CH:17][C:18]3[CH2:19][CH2:20][CH2:21][CH2:22][C:23]=3[N:15]2[CH2:14][CH2:13][NH:12]1.CC1(C)C2C(=C(P(C3C=CC=CC=3)C3C=CC=CC=3)C=CC=2)OC2C(P(C3C=CC=CC=3)C3C=CC=CC=3)=CC=CC1=2.C([O-])([O-])=O.[Cs+].[Cs+]. The catalyst is C1C=CC(/C=C/C(/C=C/C2C=CC=CC=2)=O)=CC=1.C1C=CC(/C=C/C(/C=C/C2C=CC=CC=2)=O)=CC=1.C1C=CC(/C=C/C(/C=C/C2C=CC=CC=2)=O)=CC=1.[Pd].[Pd].O1CCOCC1. The product is [Cl:10][C:6]1[C:3]([CH:4]=[O:5])=[C:2]([N:12]2[CH2:13][CH2:14][N:15]3[C:23]4[CH2:22][CH2:21][CH2:20][CH2:19][C:18]=4[CH:17]=[C:16]3[C:11]2=[O:24])[N:9]=[CH:8][CH:7]=1. The yield is 0.500. (6) The reactants are [CH:1]([N:4]1[C:12]2[CH:11]=[C:10]([NH:13][C:14]3[CH:19]=[CH:18][N:17]=[C:16]([NH:20][CH2:21][CH2:22][C:23]([OH:25])=O)[N:15]=3)[N:9]=[CH:8][C:7]=2[N:6]=[C:5]1[CH3:26])([CH3:3])[CH3:2].[Cl-].[NH4+].C([N:32](CC)C(C)C)(C)C.F[P-](F)(F)(F)(F)F.CN(C(N(C)C)=[N+]1C2C(=NC=CC=2)[N+]([O-])=N1)C. The catalyst is CN(C)C=O. The product is [CH:1]([N:4]1[C:12]2[CH:11]=[C:10]([NH:13][C:14]3[CH:19]=[CH:18][N:17]=[C:16]([NH:20][CH2:21][CH2:22][C:23]([NH2:32])=[O:25])[N:15]=3)[N:9]=[CH:8][C:7]=2[N:6]=[C:5]1[CH3:26])([CH3:3])[CH3:2]. The yield is 0.190. (7) The reactants are Br[C:2]1[N:6]([S:7]([C:10]2[CH:11]=[N:12][CH:13]=[CH:14][CH:15]=2)(=[O:9])=[O:8])[CH:5]=[C:4]([CH2:16][N:17]([CH3:25])[C:18](=[O:24])[O:19][C:20]([CH3:23])([CH3:22])[CH3:21])[CH:3]=1.[S:26]1[CH:30]=[CH:29][C:28](B(O)O)=[CH:27]1.C(=O)([O-])[O-].[Na+].[Na+]. The catalyst is COCCOC.O.C1C=CC([P]([Pd]([P](C2C=CC=CC=2)(C2C=CC=CC=2)C2C=CC=CC=2)([P](C2C=CC=CC=2)(C2C=CC=CC=2)C2C=CC=CC=2)[P](C2C=CC=CC=2)(C2C=CC=CC=2)C2C=CC=CC=2)(C2C=CC=CC=2)C2C=CC=CC=2)=CC=1. The product is [CH3:25][N:17]([CH2:16][C:4]1[CH:3]=[C:2]([C:28]2[CH:29]=[CH:30][S:26][CH:27]=2)[N:6]([S:7]([C:10]2[CH:11]=[N:12][CH:13]=[CH:14][CH:15]=2)(=[O:9])=[O:8])[CH:5]=1)[C:18](=[O:24])[O:19][C:20]([CH3:23])([CH3:22])[CH3:21]. The yield is 0.810. (8) The catalyst is CCOC(C)=O.CCO.[Pd]. The reactants are [N:1]1([C:7]([C:9]2[CH:10]=[C:11]([C:15]3[CH:20]=[CH:19][N:18]=[C:17]([NH2:21])[C:16]=3[N+:22]([O-])=O)[CH:12]=[CH:13][CH:14]=2)=[O:8])[CH2:6][CH2:5][O:4][CH2:3][CH2:2]1. The product is [N:1]1([C:7]([C:9]2[CH:10]=[C:11]([C:15]3[CH:20]=[CH:19][N:18]=[C:17]([NH2:21])[C:16]=3[NH2:22])[CH:12]=[CH:13][CH:14]=2)=[O:8])[CH2:6][CH2:5][O:4][CH2:3][CH2:2]1. The yield is 0.780. (9) The reactants are [OH-].[Na+].[CH3:3][N:4]1[C:8]([C:9]2[CH:10]=[C:11]([NH:23]C(=O)C)[CH:12]=[CH:13][C:14]=2[O:15][CH2:16][C:17]([CH3:22])([N+:19]([O-:21])=[O:20])[CH3:18])=[CH:7][CH:6]=[N:5]1. The catalyst is O.CO. The product is [CH3:3][N:4]1[C:8]([C:9]2[CH:10]=[C:11]([CH:12]=[CH:13][C:14]=2[O:15][CH2:16][C:17]([CH3:22])([N+:19]([O-:21])=[O:20])[CH3:18])[NH2:23])=[CH:7][CH:6]=[N:5]1. The yield is 0.740. (10) The reactants are [C:1]([O:4][C:5]1[CH:14]=[C:13]2[C:8]([C:9]([CH2:16][C:17]([OH:19])=[O:18])=[CH:10][C:11](=[O:15])[O:12]2)=[CH:7][CH:6]=1)(=[O:3])[CH3:2].[Cl:20][C:21]([Cl:25])([Cl:24])[CH2:22]O.C1(N=C=NC2CCCCC2)CCCCC1. The catalyst is ClCCl. The product is [Cl:20][C:21]([Cl:25])([Cl:24])[CH2:22][O:18][C:17](=[O:19])[CH2:16][C:9]1[C:8]2[C:13](=[CH:14][C:5]([O:4][C:1](=[O:3])[CH3:2])=[CH:6][CH:7]=2)[O:12][C:11](=[O:15])[CH:10]=1. The yield is 0.960.